Dataset: Forward reaction prediction with 1.9M reactions from USPTO patents (1976-2016). Task: Predict the product of the given reaction. (1) Given the reactants C1(P(C2CCCCC2)C2CCCCC2)CCCCC1.Br[C:21]1[C:26]([F:27])=[CH:25][C:24]([NH:28][C:29](=[O:31])[CH3:30])=[CH:23][C:22]=1[F:32].[B:33]1([B:33]2[O:37][C:36]([CH3:39])([CH3:38])[C:35]([CH3:41])([CH3:40])[O:34]2)[O:37][C:36]([CH3:39])([CH3:38])[C:35]([CH3:41])([CH3:40])[O:34]1.C([O-])(=O)C.[K+], predict the reaction product. The product is: [F:32][C:22]1[CH:23]=[C:24]([NH:28][C:29](=[O:31])[CH3:30])[CH:25]=[C:26]([F:27])[C:21]=1[B:33]1[O:37][C:36]([CH3:39])([CH3:38])[C:35]([CH3:41])([CH3:40])[O:34]1. (2) Given the reactants [F:1][C:2]1[CH:7]=[CH:6][C:5]([CH2:8][C:9]2[CH:18]=[C:17]3[C:12]([C:13]([OH:34])=[C:14]([C:29](OCC)=[O:30])[C:15](=[O:28])[N:16]3[CH2:19][CH2:20][N:21]3[CH2:26][CH2:25][CH2:24][CH2:23][C:22]3=[O:27])=[N:11][CH:10]=2)=[CH:4][CH:3]=1.[O:35]1[CH2:40][CH2:39][CH:38]([NH2:41])[CH2:37][CH2:36]1, predict the reaction product. The product is: [F:1][C:2]1[CH:7]=[CH:6][C:5]([CH2:8][C:9]2[CH:18]=[C:17]3[C:12]([C:13]([OH:34])=[C:14]([C:29]([NH:41][CH:38]4[CH2:39][CH2:40][O:35][CH2:36][CH2:37]4)=[O:30])[C:15](=[O:28])[N:16]3[CH2:19][CH2:20][N:21]3[CH2:26][CH2:25][CH2:24][CH2:23][C:22]3=[O:27])=[N:11][CH:10]=2)=[CH:4][CH:3]=1. (3) Given the reactants C1(C2C=CC(N3C4C=CC=CC=4C4C3=CC=CC=4)=CC=2)C2SC3C(=CC=CC=3)SC=2C=CC=1.[CH:34]1[C:46]2[NH:45][C:44]3[C:39](=[CH:40][CH:41]=[CH:42][CH:43]=3)[C:38]=2[CH:37]=[CH:36][CH:35]=1.[Br:47][C:48]1[CH:53]=[CH:52][C:51](I)=[CH:50][CH:49]=1.C([O-])([O-])=O.[K+].[K+], predict the reaction product. The product is: [Br:47][C:48]1[CH:53]=[CH:52][C:51]([N:45]2[C:44]3[CH:43]=[CH:42][CH:41]=[CH:40][C:39]=3[C:38]3[C:46]2=[CH:34][CH:35]=[CH:36][CH:37]=3)=[CH:50][CH:49]=1. (4) Given the reactants N#N.[CH:3]([NH:5][C:6](=[C:12]([CH3:14])[CH3:13])[C:7]([O:9][CH2:10][CH3:11])=[O:8])=O.C1(P(C2C=CC=CC=2)C2C=CC=CC=2)C=CC=CC=1.C(Cl)(Cl)(Cl)Cl.CCN(CC)CC, predict the reaction product. The product is: [N+:5]([C:6](=[C:12]([CH3:13])[CH3:14])[C:7]([O:9][CH2:10][CH3:11])=[O:8])#[C-:3]. (5) Given the reactants [C:1]([O:5][C:6]([N:8]([CH3:24])[C:9]1([CH3:23])[CH2:12][N:11](C(OCC2C=CC=CC=2)=O)[CH2:10]1)=[O:7])([CH3:4])([CH3:3])[CH3:2].[H][H], predict the reaction product. The product is: [CH3:24][N:8]([C:9]1([CH3:23])[CH2:10][NH:11][CH2:12]1)[C:6](=[O:7])[O:5][C:1]([CH3:4])([CH3:2])[CH3:3]. (6) Given the reactants [CH3:1][C:2]1[CH:3]=[CH:4][C:5]([N+:11]([O-:13])=[O:12])=[C:6]([CH:10]=1)[C:7](O)=[O:8].C([N:16](CC)CC)C.C(OC(Cl)=O)C(C)C, predict the reaction product. The product is: [CH3:1][C:2]1[CH:3]=[CH:4][C:5]([N+:11]([O-:13])=[O:12])=[C:6]([CH:10]=1)[C:7]([NH2:16])=[O:8]. (7) Given the reactants C1(C=CC(O)=CC=1)O.OO.[CH2:11]1[C:16]2[NH:17][C:18]3[C:23]([C:24](=[O:25])[C:15]=2[CH2:14][C:13]2[NH:26][C:27]4[C:32]([C:33](=[O:34])[C:12]1=2)=[CH:31][CH:30]=[CH:29][CH:28]=4)=[CH:22][CH:21]=[CH:20][CH:19]=3, predict the reaction product. The product is: [CH:30]1[CH:31]=[C:32]2[C:33]([C:12]3[C:13]([NH:26][C:27]2=[CH:28][CH:29]=1)=[CH:14][C:15]1[C:24]([C:23]2[C:18]([NH:17][C:16]=1[CH:11]=3)=[CH:19][CH:20]=[CH:21][CH:22]=2)=[O:25])=[O:34].